This data is from Peptide-MHC class II binding affinity with 134,281 pairs from IEDB. The task is: Regression. Given a peptide amino acid sequence and an MHC pseudo amino acid sequence, predict their binding affinity value. This is MHC class II binding data. (1) The peptide sequence is EITGIMKDFDEPGHL. The MHC is HLA-DPA10301-DPB10402 with pseudo-sequence HLA-DPA10301-DPB10402. The binding affinity (normalized) is 0.0387. (2) The peptide sequence is MNNFLDREIYNVEPTFQRT. The MHC is DRB1_0401 with pseudo-sequence DRB1_0401. The binding affinity (normalized) is 0.311. (3) The peptide sequence is ATSLDTMTQMNQAFR. The MHC is HLA-DQA10501-DQB10201 with pseudo-sequence HLA-DQA10501-DQB10201. The binding affinity (normalized) is 0.154. (4) The peptide sequence is ATPEAKFDSFVAAFT. The MHC is DRB1_0802 with pseudo-sequence DRB1_0802. The binding affinity (normalized) is 0.494. (5) The peptide sequence is FRAAMATTANVPPAD. The MHC is DRB1_0101 with pseudo-sequence DRB1_0101. The binding affinity (normalized) is 0.648. (6) The peptide sequence is VDGIIAAYQNPASWK. The MHC is DRB1_1302 with pseudo-sequence DRB1_1302. The binding affinity (normalized) is 0.555. (7) The peptide sequence is APEDKYEAFVLHFSE. The MHC is HLA-DQA10104-DQB10503 with pseudo-sequence HLA-DQA10104-DQB10503. The binding affinity (normalized) is 0.816. (8) The peptide sequence is FPKEVWEQIFSTWLL. The MHC is HLA-DPA10103-DPB10401 with pseudo-sequence HLA-DPA10103-DPB10401. The binding affinity (normalized) is 0.586. (9) The peptide sequence is SHIQSAVVCGRRHGV. The MHC is HLA-DQA10101-DQB10501 with pseudo-sequence HLA-DQA10101-DQB10501. The binding affinity (normalized) is 0.